The task is: Regression. Given two drug SMILES strings and cell line genomic features, predict the synergy score measuring deviation from expected non-interaction effect.. This data is from NCI-60 drug combinations with 297,098 pairs across 59 cell lines. (1) Drug 1: CCC1=C2CN3C(=CC4=C(C3=O)COC(=O)C4(CC)O)C2=NC5=C1C=C(C=C5)O. Drug 2: CC12CCC3C(C1CCC2OP(=O)(O)O)CCC4=C3C=CC(=C4)OC(=O)N(CCCl)CCCl.[Na+]. Cell line: NCIH23. Synergy scores: CSS=43.5, Synergy_ZIP=0.543, Synergy_Bliss=1.05, Synergy_Loewe=-40.8, Synergy_HSA=2.18. (2) Drug 1: CC(CN1CC(=O)NC(=O)C1)N2CC(=O)NC(=O)C2. Drug 2: N.N.Cl[Pt+2]Cl. Cell line: 786-0. Synergy scores: CSS=14.8, Synergy_ZIP=1.88, Synergy_Bliss=2.96, Synergy_Loewe=2.67, Synergy_HSA=3.12.